This data is from Full USPTO retrosynthesis dataset with 1.9M reactions from patents (1976-2016). The task is: Predict the reactants needed to synthesize the given product. (1) Given the product [NH2:7][C@@H:2]1[CH2:3][CH2:4][CH2:5][CH2:6][C@H:1]1[NH:8][C:14](=[O:15])[O:13][C:10]([CH3:12])([CH3:11])[CH3:9], predict the reactants needed to synthesize it. The reactants are: [C@@H:1]1([NH2:8])[CH2:6][CH2:5][CH2:4][CH2:3][C@H:2]1[NH2:7].[CH3:9][C:10]([O:13][C:14](O[C:14]([O:13][C:10]([CH3:12])([CH3:11])[CH3:9])=[O:15])=[O:15])([CH3:12])[CH3:11]. (2) The reactants are: [Br:1][C:2]1[CH:8]=[CH:7][CH:6]=[C:5]([C:9]([CH3:12])([CH3:11])[CH3:10])[C:3]=1[NH2:4].C(=O)(O)[O-].[Na+].[I:18]I.S([O-])([O-])(=O)=S.[Na+].[Na+]. Given the product [Br:1][C:2]1[CH:8]=[C:7]([I:18])[CH:6]=[C:5]([C:9]([CH3:12])([CH3:11])[CH3:10])[C:3]=1[NH2:4], predict the reactants needed to synthesize it. (3) Given the product [CH:3]1([C:6]2[C:11]([C:12]3[CH:13]=[CH:14][C:15]([F:18])=[CH:16][CH:17]=3)=[C:10]([F:19])[C:9]([O:20][CH2:21][CH3:22])=[C:8]([CH2:23][N:24]3[CH2:25][CH2:26][CH:27]([N:30]4[CH:35]=[CH:34][C:33]([C:36]([OH:38])=[O:37])=[C:32]([CH2:40][CH3:41])[C:31]4=[O:42])[CH2:28][CH2:29]3)[CH:7]=2)[CH2:5][CH2:4]1, predict the reactants needed to synthesize it. The reactants are: [OH-].[Na+].[CH:3]1([C:6]2[C:11]([C:12]3[CH:17]=[CH:16][C:15]([F:18])=[CH:14][CH:13]=3)=[C:10]([F:19])[C:9]([O:20][CH2:21][CH3:22])=[C:8]([CH2:23][N:24]3[CH2:29][CH2:28][CH:27]([N:30]4[CH:35]=[CH:34][C:33]([C:36]([O:38]C)=[O:37])=[C:32]([CH2:40][CH3:41])[C:31]4=[O:42])[CH2:26][CH2:25]3)[CH:7]=2)[CH2:5][CH2:4]1.Cl. (4) The reactants are: [N+:1]([C:4]1[CH:9]=[CH:8][C:7]([S:10](Cl)(=[O:12])=[O:11])=[CH:6][CH:5]=1)([O-:3])=[O:2].[CH3:14][O:15][C:16]1[C:17]([CH3:25])=[CH:18][N:19]2[C:24]=1[CH:23]=[CH:22][CH:21]=[CH:20]2.O.ClCCl. Given the product [CH3:14][O:15][C:16]1[C:17]([CH3:25])=[C:18]([S:10]([C:7]2[CH:8]=[CH:9][C:4]([N+:1]([O-:3])=[O:2])=[CH:5][CH:6]=2)(=[O:12])=[O:11])[N:19]2[C:24]=1[CH:23]=[CH:22][CH:21]=[CH:20]2, predict the reactants needed to synthesize it.